Dataset: Catalyst prediction with 721,799 reactions and 888 catalyst types from USPTO. Task: Predict which catalyst facilitates the given reaction. (1) Reactant: [CH3:1][C@@:2]12[C:8](=[CH:9][C:10]([O:12][C:13]([CH3:16])([CH3:15])[CH3:14])=[O:11])[CH2:7][C@@H:6]1[CH2:5][CH:4]=[CH:3]2.[C-:17]#[N:18].[K+]. Product: [C:17]([C@:8]1([CH2:9][C:10]([O:12][C:13]([CH3:16])([CH3:15])[CH3:14])=[O:11])[CH2:7][C@H:6]2[C@:2]1([CH3:1])[CH:3]=[CH:4][CH2:5]2)#[N:18]. The catalyst class is: 148. (2) Reactant: O[C:2]1[N:9]=[C:8]([CH:10]([CH3:12])[CH3:11])[C:7]([C:13]2[CH:18]=[CH:17][CH:16]=[CH:15][CH:14]=2)=[CH:6][C:3]=1[C:4]#[N:5].P(Cl)(Cl)([Cl:21])=O. Product: [Cl:21][C:2]1[N:9]=[C:8]([CH:10]([CH3:12])[CH3:11])[C:7]([C:13]2[CH:18]=[CH:17][CH:16]=[CH:15][CH:14]=2)=[CH:6][C:3]=1[C:4]#[N:5]. The catalyst class is: 3. (3) Reactant: [Cl:1][C:2]1[CH:7]=[CH:6][C:5]([CH:8]([NH:10][C:11](=[O:33])[CH2:12][N:13]2[C:21]3[CH2:20][CH2:19][N:18](C(OC(C)(C)C)=O)[CH2:17][C:16]=3[C:15]([C:29]([F:32])([F:31])[F:30])=[N:14]2)[CH3:9])=[CH:4][CH:3]=1.FC(F)(F)C(O)=O. Product: [Cl:1][C:2]1[CH:7]=[CH:6][C:5]([CH:8]([NH:10][C:11](=[O:33])[CH2:12][N:13]2[C:21]3[CH2:20][CH2:19][NH:18][CH2:17][C:16]=3[C:15]([C:29]([F:31])([F:32])[F:30])=[N:14]2)[CH3:9])=[CH:4][CH:3]=1. The catalyst class is: 2. (4) Reactant: Br.[CH2:2]([N:9]1[CH2:14][CH2:13][C:12]2([C:18]3[CH:19]=[C:20]([OH:23])[CH:21]=[CH:22][C:17]=3[O:16][CH2:15]2)[CH2:11][CH2:10]1)[C:3]1[CH:8]=[CH:7][CH:6]=[CH:5][CH:4]=1.[OH-].[Na+].Br[CH2:27][CH2:28][CH2:29][CH2:30][CH2:31][CH3:32]. Product: [CH2:2]([N:9]1[CH2:14][CH2:13][C:12]2([C:18]3[CH:19]=[C:20]([O:23][CH2:27][CH2:28][CH2:29][CH2:30][CH2:31][CH3:32])[CH:21]=[CH:22][C:17]=3[O:16][CH2:15]2)[CH2:11][CH2:10]1)[C:3]1[CH:4]=[CH:5][CH:6]=[CH:7][CH:8]=1. The catalyst class is: 5. (5) Reactant: [CH3:1][C:2]([CH2:4][C:5]([C:7]([O:9]C)=[O:8])=O)=O.Cl.Cl.[CH2:13]([NH:20][NH2:21])[C:14]1[CH:19]=[CH:18][CH:17]=[CH:16][CH:15]=1. Product: [CH3:1][C:2]1[N:20]([CH2:13][C:14]2[CH:19]=[CH:18][CH:17]=[CH:16][CH:15]=2)[N:21]=[C:5]([C:7]([OH:9])=[O:8])[CH:4]=1. The catalyst class is: 15. (6) Reactant: [NH2:1][C:2]1[S:6][C:5]2[CH2:7][CH2:8][CH2:9][CH2:10][C:4]=2[C:3]=1[C:11]([O:13]CC)=O.[C:16]1(=O)[NH:22][CH2:21][CH2:20][CH2:19][CH2:18][CH2:17]1.O=P(Cl)(Cl)Cl. Product: [CH2:10]1[C:4]2[C:3]3[C:11](=[O:13])[N:22]4[CH2:16][CH2:17][CH2:18][CH2:19][CH2:20][C:21]4=[N:1][C:2]=3[S:6][C:5]=2[CH2:7][CH2:8][CH2:9]1. The catalyst class is: 68. (7) Reactant: [CH3:1][O:2][C:3]1[CH:8]=[CH:7][C:6]([C:9](=O)[C:10]2[CH:15]=[CH:14][CH:13]=[CH:12][CH:11]=2)=[CH:5][CH:4]=1. Product: [CH3:1][O:2][C:3]1[CH:8]=[CH:7][C:6]([C:9]([C:10]2[CH:15]=[CH:14][CH:13]=[CH:12][CH:11]=2)=[C:9]([C:6]2[CH:5]=[CH:4][C:3]([O:2][CH3:1])=[CH:8][CH:7]=2)[C:10]2[CH:11]=[CH:12][CH:13]=[CH:14][CH:15]=2)=[CH:5][CH:4]=1. The catalyst class is: 324. (8) Reactant: C(OC([N:8]1[CH2:13][CH2:12][CH:11]([NH:14][C:15]2[CH:20]=[CH:19][CH:18]=[C:17]([NH:21][C:22](=[O:24])[CH3:23])[CH:16]=2)[CH2:10][CH2:9]1)=O)(C)(C)C.[ClH:25]. Product: [ClH:25].[ClH:25].[NH:8]1[CH2:9][CH2:10][CH:11]([NH:14][C:15]2[CH:16]=[C:17]([NH:21][C:22](=[O:24])[CH3:23])[CH:18]=[CH:19][CH:20]=2)[CH2:12][CH2:13]1. The catalyst class is: 12. (9) Reactant: [CH3:1][N:2]([CH3:24])[CH2:3][CH2:4][N:5]1[C:9]2[CH:10]=[CH:11][CH:12]=[CH:13][C:8]=2[N:7]2[CH2:14][CH2:15][C:16](=[O:23])[C:17](C(OCC)=O)=[C:6]12. Product: [CH3:1][N:2]([CH3:24])[CH2:3][CH2:4][N:5]1[C:9]2[CH:10]=[CH:11][CH:12]=[CH:13][C:8]=2[N:7]2[CH2:14][CH2:15][C:16](=[O:23])[CH:17]=[C:6]12. The catalyst class is: 494.